From a dataset of Catalyst prediction with 721,799 reactions and 888 catalyst types from USPTO. Predict which catalyst facilitates the given reaction. Reactant: [Br:1][C:2]1[CH:7]=[CH:6][C:5]([S:8][C:9]2[N:14]=[C:13]([CH3:15])[C:12]([CH2:16][OH:17])=[CH:11][CH:10]=2)=[CH:4][C:3]=1[CH3:18].[H-].[Na+].[CH3:21][O:22][CH2:23]Cl. Product: [Br:1][C:2]1[CH:7]=[CH:6][C:5]([S:8][C:9]2[N:14]=[C:13]([CH3:15])[C:12]([CH2:16][O:17][CH2:21][O:22][CH3:23])=[CH:11][CH:10]=2)=[CH:4][C:3]=1[CH3:18]. The catalyst class is: 1.